Dataset: Forward reaction prediction with 1.9M reactions from USPTO patents (1976-2016). Task: Predict the product of the given reaction. (1) The product is: [CH3:1][O:2][C:3]1[CH:4]=[C:5]([CH3:36])[C:6]([C:9]2[C:10]3[CH:17]=[C:16]([CH2:18][O:19][C:20]4[CH:25]=[CH:24][C:23]([C@@H:26]([C:33]#[C:34][CH3:35])[CH2:27][C:28]([OH:30])=[O:29])=[CH:22][CH:21]=4)[CH:15]=[CH:14][C:11]=3[S:12][CH:13]=2)=[N:7][CH:8]=1. Given the reactants [CH3:1][O:2][C:3]1[CH:4]=[C:5]([CH3:36])[C:6]([C:9]2[C:10]3[CH:17]=[C:16]([CH2:18][O:19][C:20]4[CH:25]=[CH:24][C:23]([C@@H:26]([C:33]#[C:34][CH3:35])[CH2:27][C:28]([O:30]CC)=[O:29])=[CH:22][CH:21]=4)[CH:15]=[CH:14][C:11]=3[S:12][CH:13]=2)=[N:7][CH:8]=1.[Li+].[OH-].Cl, predict the reaction product. (2) The product is: [Cl:32][C:33]1[CH:38]=[C:37]([Cl:39])[CH:36]=[CH:35][C:34]=1[C:40]1[C:45]([C:46]2[NH:50][CH:49]=[CH:48][N:47]=2)=[CH:44][N:43]=[C:42]([NH:51][CH2:52][CH2:53][NH:54][C:24]2[S:25][CH:26]=[CH:27][C:28]=2[N+:29]([O-:31])=[O:30])[N:41]=1. Given the reactants ClC1C=C(Cl)C=CC=1C1C(N2C=CN=C2)=CN=C(CCN)N=1.Cl[C:24]1[S:25][CH:26]=[CH:27][C:28]=1[N+:29]([O-:31])=[O:30].[Cl:32][C:33]1[CH:38]=[C:37]([Cl:39])[CH:36]=[CH:35][C:34]=1[C:40]1[C:45]([C:46]2[NH:47][CH:48]=[CH:49][N:50]=2)=[CH:44][N:43]=[C:42]([NH:51][CH2:52][CH2:53][NH:54]C2C=CC([N+]([O-])=O)=C(OC)N=2)[N:41]=1, predict the reaction product. (3) Given the reactants CC([N:5]([C@H:9]([C:12]([NH:14][C@@H:15]([CH2:31][CH2:32][C:33]1[CH:38]=[CH:37][CH:36]=[CH:35][CH:34]=1)/[CH:16]=[CH:17]/[C:18]([NH:20][C:21]1[S:22][C:23]([C:26]2([CH3:30])[CH2:29][CH2:28][CH2:27]2)=[N:24][N:25]=1)=[O:19])=[O:13])[CH2:10][CH3:11])C(=O)[O-])(C)C.[C:39]([OH:45])([C:41]([F:44])([F:43])[F:42])=[O:40], predict the reaction product. The product is: [F:42][C:41]([F:44])([F:43])[C:39]([OH:45])=[O:40].[NH2:5][C@@H:9]([CH2:10][CH3:11])[C:12]([NH:14][C@@H:15]([CH2:31][CH2:32][C:33]1[CH:38]=[CH:37][CH:36]=[CH:35][CH:34]=1)/[CH:16]=[CH:17]/[C:18]([NH:20][C:21]1[S:22][C:23]([C:26]2([CH3:30])[CH2:29][CH2:28][CH2:27]2)=[N:24][N:25]=1)=[O:19])=[O:13]. (4) Given the reactants [CH3:1][C:2]1[C:31]([CH3:32])=[CH:30][CH:29]=[CH:28][C:3]=1[O:4][CH2:5][CH2:6][CH2:7][C:8]([N:10]1[C:19]2[C:14](=[C:15](C3C=CC(CO)=CC=3)[CH:16]=[CH:17][CH:18]=2)[CH2:13][CH2:12][CH2:11]1)=[O:9].OCC1C=CC(B(O)O)=CC=1.CC1(C)C(C)(C)OB([C:52]2[CH:57]=[CH:56][N:55]=[C:54]([N:58]3[CH2:63][CH2:62][NH:61][CH2:60][CH2:59]3)[CH:53]=2)O1, predict the reaction product. The product is: [CH3:1][C:2]1[C:31]([CH3:32])=[CH:30][CH:29]=[CH:28][C:3]=1[O:4][CH2:5][CH2:6][CH2:7][C:8]([N:10]1[C:19]2[C:14](=[C:15]([C:52]3[CH:57]=[CH:56][N:55]=[C:54]([N:58]4[CH2:59][CH2:60][NH:61][CH2:62][CH2:63]4)[CH:53]=3)[CH:16]=[CH:17][CH:18]=2)[CH2:13][CH2:12][CH2:11]1)=[O:9]. (5) Given the reactants [OH:1][C:2]1[CH:3]=[C:4]([CH:8]=[CH:9][C:10]=1[N+:11]([O-:13])=[O:12])[C:5]([OH:7])=O.C1C=C[C:17]2N(O)N=[N:20][C:18]=2C=1.Cl.C(N)C.C(N(CC)CC)C.CCN=C=NCCCN(C)C, predict the reaction product. The product is: [CH2:18]([NH:20][C:5](=[O:7])[C:4]1[CH:8]=[CH:9][C:10]([N+:11]([O-:13])=[O:12])=[C:2]([OH:1])[CH:3]=1)[CH3:17]. (6) Given the reactants [SH3+].[Br-].[CH2:3]([S+]1CCCC1)[C:4]1[CH:9]=[CH:8][CH:7]=[CH:6][CH:5]=1.[CH2:15]([O:17][C:18](=[O:28])/[CH:19]=[CH:20]/[C:21]1[CH:26]=[CH:25][CH:24]=[CH:23][C:22]=1[Br:27])[CH3:16].[Li+].C[Si]([N-][Si](C)(C)C)(C)C, predict the reaction product. The product is: [CH2:15]([O:17][C:18]([C@@H:19]1[C@H:3]([C:4]2[CH:9]=[CH:8][CH:7]=[CH:6][CH:5]=2)[C@H:20]1[C:21]1[CH:26]=[CH:25][CH:24]=[CH:23][C:22]=1[Br:27])=[O:28])[CH3:16].